From a dataset of Forward reaction prediction with 1.9M reactions from USPTO patents (1976-2016). Predict the product of the given reaction. (1) Given the reactants [CH2:1]([O:3][C:4]1[CH:19]=[CH:18][C:7]([CH2:8][CH:9]([C:14]([O:16][CH3:17])=[O:15])[C:10]([O:12][CH3:13])=[O:11])=[CH:6][C:5]=1[CH2:20][OH:21])[CH3:2].[Cl:22][C:23]1[CH:28]=[C:27]([Cl:29])[CH:26]=[CH:25][C:24]=1[N:30]=[C:31]=[O:32], predict the reaction product. The product is: [Cl:22][C:23]1[CH:28]=[C:27]([Cl:29])[CH:26]=[CH:25][C:24]=1[NH:30][C:31]([O:21][CH2:20][C:5]1[CH:6]=[C:7]([CH:18]=[CH:19][C:4]=1[O:3][CH2:1][CH3:2])[CH2:8][CH:9]([C:14]([O:16][CH3:17])=[O:15])[C:10]([O:12][CH3:13])=[O:11])=[O:32]. (2) Given the reactants Br[C:2]1[CH:11]=[CH:10][C:5]([C:6]([O:8][CH3:9])=[O:7])=[CH:4][C:3]=1[CH3:12].C([Sn](CCCC)(CCCC)[C:18]([O:20][CH2:21][CH3:22])=[CH2:19])CCC, predict the reaction product. The product is: [CH2:21]([O:20][C:18]([C:2]1[CH:11]=[CH:10][C:5]([C:6]([O:8][CH3:9])=[O:7])=[CH:4][C:3]=1[CH3:12])=[CH2:19])[CH3:22].